This data is from NCI-60 drug combinations with 297,098 pairs across 59 cell lines. The task is: Regression. Given two drug SMILES strings and cell line genomic features, predict the synergy score measuring deviation from expected non-interaction effect. Drug 1: C1=C(C(=O)NC(=O)N1)F. Drug 2: C1C(C(OC1N2C=NC3=C2NC=NCC3O)CO)O. Cell line: OVCAR3. Synergy scores: CSS=58.0, Synergy_ZIP=-2.99, Synergy_Bliss=-5.59, Synergy_Loewe=-10.3, Synergy_HSA=-4.24.